The task is: Predict the reaction yield, written as a fraction of the theoretical maximum amount of product (1.0 means a 100% yield; for example, 0.34 means a 34% yield).. This data is from Reaction yield outcomes from USPTO patents with 853,638 reactions. (1) The reactants are [Li]CCCC.[Br:6][C:7]1[CH:12]=[CH:11][C:10](Br)=[CH:9][N:8]=1.[CH2:14]1[O:16][CH2:15]1. The product is [Br:6][C:7]1[CH:12]=[CH:11][C:10]([CH2:14][CH2:15][OH:16])=[CH:9][N:8]=1. The catalyst is CCOCC.C1COCC1. The yield is 0.400. (2) The reactants are [Cl:1][C:2]1[CH:3]=[C:4]([CH:15]=[CH:16][C:17]=1[Cl:18])[O:5][C:6]1[C:12]([CH3:13])=[CH:11][C:9]([NH2:10])=[C:8]([CH3:14])[CH:7]=1.[CH2:19]([NH:21][CH3:22])[CH3:20].[CH:23](OC)(OC)OC. No catalyst specified. The product is [CH2:19]([N:21]([CH3:23])[CH:22]=[N:10][C:9]1[CH:11]=[C:12]([CH3:13])[C:6]([O:5][C:4]2[CH:15]=[CH:16][C:17]([Cl:18])=[C:2]([Cl:1])[CH:3]=2)=[CH:7][C:8]=1[CH3:14])[CH3:20]. The yield is 0.800. (3) The reactants are [C:1]([C@H:5]1[CH2:10][CH2:9][C@H:8]([O:11][C:12]2[CH:13]=[C:14]3[C:19](=[CH:20][CH:21]=2)[CH:18]=[C:17]([CH:22]=O)[CH:16]=[CH:15]3)[CH2:7][CH2:6]1)([CH3:4])([CH3:3])[CH3:2].[NH2:24][CH2:25][C:26]#[N:27].C(O)(=O)C.[BH-](OC(C)=O)(OC(C)=O)OC(C)=O.[Na+].C([O-])(O)=O.[Na+]. The catalyst is ClCCCl. The product is [C:1]([C@H:5]1[CH2:10][CH2:9][C@H:8]([O:11][C:12]2[CH:13]=[C:14]3[C:19](=[CH:20][CH:21]=2)[CH:18]=[C:17]([CH2:22][NH:27][CH2:26][C:25]#[N:24])[CH:16]=[CH:15]3)[CH2:7][CH2:6]1)([CH3:4])([CH3:3])[CH3:2]. The yield is 0.690. (4) The reactants are F.F.F.C(N(CC)CC)C.C(N(CC)CC)C.[Si]([O:35][CH2:36][C@H:37]1[O:41][C@@H:40]([N:42]2[CH:49]=[C:48]([CH3:50])[C:46](=[O:47])[NH:45][C:43]2=[O:44])[C@H:39]([O:51][CH2:52][CH2:53][O:54][N:55]([CH3:57])[CH3:56])[C@@H:38]1[OH:58])(C(C)(C)C)(C1C=CC=CC=1)C1C=CC=CC=1.CO. The product is [CH3:56][N:55]([CH3:57])[O:54][CH2:53][CH2:52][O:51][C@@H:39]1[C@H:38]([OH:58])[C@@H:37]([CH2:36][OH:35])[O:41][C@H:40]1[N:42]1[CH:49]=[C:48]([CH3:50])[C:46](=[O:47])[NH:45][C:43]1=[O:44]. The catalyst is C1COCC1.C(Cl)Cl. The yield is 0.925. (5) The reactants are [N:1]1[CH:6]=[CH:5][C:4]([C:7]2[CH:8]=[C:9]([C:14]3[CH:19]=[CH:18][CH:17]=[CH:16][CH:15]=3)[CH:10]=[CH:11][C:12]=2[OH:13])=[CH:3][N:2]=1.[Cl:20][C:21]1[C:22](F)=[CH:23][C:24]([F:47])=[C:25]([S:27]([N:30]([CH2:36][C:37]2[CH:42]=[CH:41][C:40]([O:43][CH3:44])=[CH:39][C:38]=2[O:45][CH3:46])[C:31]2[S:32][CH:33]=[N:34][N:35]=2)(=[O:29])=[O:28])[CH:26]=1.C(=O)([O-])[O-].[K+].[K+]. The catalyst is CS(C)=O. The product is [Cl:20][C:21]1[C:22]([O:13][C:12]2[CH:11]=[CH:10][C:9]([C:14]3[CH:19]=[CH:18][CH:17]=[CH:16][CH:15]=3)=[CH:8][C:7]=2[C:4]2[CH:5]=[CH:6][N:1]=[N:2][CH:3]=2)=[CH:23][C:24]([F:47])=[C:25]([S:27]([N:30]([CH2:36][C:37]2[CH:42]=[CH:41][C:40]([O:43][CH3:44])=[CH:39][C:38]=2[O:45][CH3:46])[C:31]2[S:32][CH:33]=[N:34][N:35]=2)(=[O:28])=[O:29])[CH:26]=1. The yield is 0.720. (6) The reactants are Br[C:2]1[CH:3]=[C:4]([N:23]([CH2:30][CH3:31])[CH:24]2[CH2:29][CH2:28][O:27][CH2:26][CH2:25]2)[C:5]([CH3:22])=[C:6]([CH:21]=1)[C:7]([NH:9][CH2:10][C:11]1[C:12](=[O:20])[NH:13][C:14]([CH3:19])=[CH:15][C:16]=1[CH2:17][OH:18])=[O:8].CC1(C)C(C)(C)OB([C:40]2[CH:52]=[CH:51][C:43]([CH2:44][N:45]3[CH2:50][CH2:49][O:48][CH2:47][CH2:46]3)=[CH:42][CH:41]=2)O1.C([O-])([O-])=O.[Na+].[Na+]. The catalyst is O1CCOCC1.O.C1C=CC([P]([Pd]([P](C2C=CC=CC=2)(C2C=CC=CC=2)C2C=CC=CC=2)([P](C2C=CC=CC=2)(C2C=CC=CC=2)C2C=CC=CC=2)[P](C2C=CC=CC=2)(C2C=CC=CC=2)C2C=CC=CC=2)(C2C=CC=CC=2)C2C=CC=CC=2)=CC=1. The product is [CH2:30]([N:23]([CH:24]1[CH2:29][CH2:28][O:27][CH2:26][CH2:25]1)[C:4]1[C:5]([CH3:22])=[C:6]([C:7]([NH:9][CH2:10][C:11]2[C:12](=[O:20])[NH:13][C:14]([CH3:19])=[CH:15][C:16]=2[CH2:17][OH:18])=[O:8])[CH:21]=[C:2]([C:40]2[CH:41]=[CH:42][C:43]([CH2:44][N:45]3[CH2:50][CH2:49][O:48][CH2:47][CH2:46]3)=[CH:51][CH:52]=2)[CH:3]=1)[CH3:31]. The yield is 0.250. (7) The reactants are [O:1]=[C:2]1[N:7]([C:8]2[CH:13]=[CH:12][CH:11]=[CH:10][CH:9]=2)[CH:6]=[C:5]([C:14](Cl)=[O:15])[CH:4]=[CH:3]1.[OH:17][CH:18]1[CH:23]2[CH2:24][CH2:25][N:20]([CH2:21][CH2:22]2)[CH2:19]1. The catalyst is N1C=CC=CC=1. The product is [N:20]12[CH2:25][CH2:24][CH:23]([CH2:22][CH2:21]1)[CH:18]([O:17][C:14]([C:5]1[CH:4]=[CH:3][C:2](=[O:1])[N:7]([C:8]3[CH:13]=[CH:12][CH:11]=[CH:10][CH:9]=3)[CH:6]=1)=[O:15])[CH2:19]2. The yield is 0.200. (8) The product is [O:4]1[CH2:5][CH2:6][N:1]([CH2:9][CH2:8][C:7]([O:11][CH2:12][C:13]([F:23])([F:24])[C:14]([F:21])([F:22])[C:15]([F:20])([F:19])[CH:16]([F:17])[F:18])=[O:10])[CH2:2][CH2:3]1. The yield is 0.970. The reactants are [NH:1]1[CH2:6][CH2:5][O:4][CH2:3][CH2:2]1.[C:7]([O:11][CH2:12][C:13]([F:24])([F:23])[C:14]([F:22])([F:21])[C:15]([F:20])([F:19])[CH:16]([F:18])[F:17])(=[O:10])[CH:8]=[CH2:9]. No catalyst specified. (9) The reactants are [CH:1]([N:5]1[CH2:10][CH2:9][N:8]([C:11]2[CH:16]=[CH:15][C:14]([NH2:17])=[CH:13][CH:12]=2)[CH2:7][CH2:6]1)([CH2:3][CH3:4])[CH3:2].[C:18](N1C=CN=C1)(N1C=CN=C1)=[S:19]. The catalyst is CN(C)C=O. The product is [N:17]([C:14]1[CH:13]=[CH:12][C:11]([N:8]2[CH2:9][CH2:10][N:5]([CH:1]([CH2:3][CH3:4])[CH3:2])[CH2:6][CH2:7]2)=[CH:16][CH:15]=1)=[C:18]=[S:19]. The yield is 0.870. (10) The reactants are [Cl:1][C:2]1[CH:7]=[CH:6][CH:5]=[CH:4][C:3]=1[C:8]1([CH3:14])[CH2:13][CH2:12][NH:11][CH2:10][CH2:9]1.Br[CH2:16][CH2:17][CH:18]=[C:19]1[C:25]2[CH:26]=[CH:27][CH:28]=[N:29][C:24]=2[CH2:23][O:22][C:21]2[CH:30]=[CH:31][C:32]([C:34]([OH:37])([CH3:36])[CH3:35])=[CH:33][C:20]1=2.[I-].[K+]. The catalyst is C(O)(C)C. The product is [Cl:1][C:2]1[CH:7]=[CH:6][CH:5]=[CH:4][C:3]=1[C:8]1([CH3:14])[CH2:9][CH2:10][N:11]([CH2:16][CH2:17][CH:18]=[C:19]2[C:25]3[CH:26]=[CH:27][CH:28]=[N:29][C:24]=3[CH2:23][O:22][C:21]3[CH:30]=[CH:31][C:32]([C:34]([OH:37])([CH3:36])[CH3:35])=[CH:33][C:20]2=3)[CH2:12][CH2:13]1. The yield is 0.250.